Task: Predict the product of the given reaction.. Dataset: Forward reaction prediction with 1.9M reactions from USPTO patents (1976-2016) (1) Given the reactants [C:1]([NH:5][C:6]1[N:14]=[CH:13][C:12]([F:15])=[CH:11][C:7]=1[C:8]([OH:10])=O)([CH3:4])([CH3:3])[CH3:2].[CH3:16]CN=C=NCCCN(C)C.C1C=[CH:29][C:30]2[N:35](O)N=N[C:31]=2[CH:32]=1.CCN(C(C)C)C(C)C, predict the reaction product. The product is: [C:1]([NH:5][C:6]1[N:14]=[CH:13][C:12]([F:15])=[CH:11][C:7]=1[C:8]([NH:35][C:30]([CH3:29])([C:31]#[CH:32])[CH3:16])=[O:10])([CH3:2])([CH3:3])[CH3:4]. (2) Given the reactants [NH2:1][C:2]1[CH:9]=[CH:8][CH:7]=[C:6]([Cl:10])[C:3]=1[CH:4]=O.[CH3:11][O:12][C:13]1[CH:18]=[CH:17][CH:16]=[CH:15][C:14]=1[CH2:19][CH2:20][C:21]#[N:22], predict the reaction product. The product is: [Cl:10][C:6]1[CH:7]=[CH:8][CH:9]=[C:2]2[C:3]=1[CH:4]=[C:20]([CH2:19][C:14]1[CH:15]=[CH:16][CH:17]=[CH:18][C:13]=1[O:12][CH3:11])[C:21]([NH2:22])=[N:1]2. (3) Given the reactants [CH2:1]([O:8][CH2:9][CH:10]=O)[C:2]1[CH:7]=[CH:6][CH:5]=[CH:4][CH:3]=1.[C-]#[N:13].[Na+].[Cl-].[NH4+].[N:17]1[CH:22]=CC=CC=1.[C:23](Cl)(=[O:25])[CH3:24], predict the reaction product. The product is: [C:22]([CH:10]([NH:13][C:23](=[O:25])[CH3:24])[CH2:9][O:8][CH2:1][C:2]1[CH:3]=[CH:4][CH:5]=[CH:6][CH:7]=1)#[N:17]. (4) The product is: [Cl:1][C:2]1[N:7]=[C:6]2[C:5]([N:11]=[C:18]([C:15]3[CH:16]=[CH:17][N:12]=[CH:13][CH:14]=3)[N:8]2[CH2:9][CH3:10])=[CH:4][N:3]=1. Given the reactants [Cl:1][C:2]1[N:7]=[C:6]([NH:8][CH2:9][CH3:10])[C:5]([NH2:11])=[CH:4][N:3]=1.[N:12]1[CH:17]=[CH:16][C:15]([CH:18]=O)=[CH:14][CH:13]=1, predict the reaction product. (5) Given the reactants COC1C=CC(C[N:8](CC2C=CC(OC)=CC=2)[C:9]2[N:14]=[C:13]([CH3:15])[N:12]=[C:11]([C:16]3[CH:17]=[C:18]([CH:31]=[O:32])[CH:19]=[N:20][C:21]=3[NH:22][C:23]3[CH:24]=[N:25][C:26]([O:29][CH3:30])=[CH:27][CH:28]=3)[N:10]=2)=CC=1.[CH3:44][O:45][CH2:46][CH2:47][NH2:48], predict the reaction product. The product is: [NH2:8][C:9]1[N:14]=[C:13]([CH3:15])[N:12]=[C:11]([C:16]2[CH:17]=[C:18]([C:31]([NH:48][CH2:47][CH2:46][O:45][CH3:44])=[O:32])[CH:19]=[N:20][C:21]=2[NH:22][C:23]2[CH:24]=[N:25][C:26]([O:29][CH3:30])=[CH:27][CH:28]=2)[N:10]=1. (6) The product is: [OH:1][C:2]1[C:3]([CH3:18])=[C:4]2[C:9](=[C:10]([CH3:13])[C:11]=1[CH3:12])[O:8][C:7]([CH3:17])([C:14]([NH:38][CH2:37][C:32]1[CH:33]=[CH:34][CH:35]=[CH:36][N:31]=1)=[O:16])[CH2:6][CH2:5]2. Given the reactants [OH:1][C:2]1[C:3]([CH3:18])=[C:4]2[C:9](=[C:10]([CH3:13])[C:11]=1[CH3:12])[O:8][C:7]([CH3:17])([C:14]([OH:16])=O)[CH2:6][CH2:5]2.C1N=CN(C(N2C=NC=C2)=O)C=1.[N:31]1[CH:36]=[CH:35][CH:34]=[CH:33][C:32]=1[CH2:37][NH2:38], predict the reaction product. (7) Given the reactants [CH2:1]([O:8][CH2:9][CH2:10][N:11]1[CH2:16][CH2:15][N:14]([C:17]2[CH:26]=[CH:25][C:20]([C:21]([O:23]C)=[O:22])=[CH:19][C:18]=2/[CH:27]=[CH:28]\[CH3:29])[CH2:13][CH2:12]1)[C:2]1[CH:7]=[CH:6][CH:5]=[CH:4][CH:3]=1.[OH-].[Na+].Cl, predict the reaction product. The product is: [CH2:1]([O:8][CH2:9][CH2:10][N:11]1[CH2:12][CH2:13][N:14]([C:17]2[CH:26]=[CH:25][C:20]([C:21]([OH:23])=[O:22])=[CH:19][C:18]=2/[CH:27]=[CH:28]\[CH3:29])[CH2:15][CH2:16]1)[C:2]1[CH:3]=[CH:4][CH:5]=[CH:6][CH:7]=1.